This data is from Full USPTO retrosynthesis dataset with 1.9M reactions from patents (1976-2016). The task is: Predict the reactants needed to synthesize the given product. (1) Given the product [F:19][C:2]1[C:3]([C:12]([OH:14])=[O:13])=[CH:4][C:5]2[C:10]([CH:11]=1)=[CH:9][CH:8]=[CH:7][CH:6]=2, predict the reactants needed to synthesize it. The reactants are: N[C:2]1[C:3]([C:12]([OH:14])=[O:13])=[CH:4][C:5]2[C:10]([CH:11]=1)=[CH:9][CH:8]=[CH:7][CH:6]=2.N([O-])=O.[Na+].[F:19][B-](F)(F)F.[H+]. (2) Given the product [Cl:31][C:1]1[C:10]2[C:5](=[C:6]3[CH2:14][CH2:13][O:12][C:7]3=[CH:8][CH:9]=2)[CH:4]=[CH:3][N:2]=1, predict the reactants needed to synthesize it. The reactants are: [CH:1]1[C:10]2[C:5](=[CH:6][CH:7]=[CH:8][CH:9]=2)[CH:4]=[CH:3][N:2]=1.C[O:12][C:13]1[CH:14]=C2C(=CC=1)C(=O)NC=C2.C1C(=O)N([Cl:31])C(=O)C1.